The task is: Predict the reaction yield, written as a fraction of the theoretical maximum amount of product (1.0 means a 100% yield; for example, 0.34 means a 34% yield).. This data is from Reaction yield outcomes from USPTO patents with 853,638 reactions. (1) The reactants are [N:1]1([S:7]([NH2:10])(=[O:9])=[O:8])[CH2:6][CH2:5][CH2:4][CH2:3][CH2:2]1.C([O-])=O.[NH4+].C(=O)([O-])[O-].[K+].[K+].Cl[C:22]1[N:27]=[CH:26][CH:25]=[CH:24][N:23]=1. The catalyst is CO.CN(C)C=O. The product is [N:23]1[CH:24]=[CH:25][CH:26]=[N:27][C:22]=1[NH:10][S:7]([N:1]1[CH2:6][CH2:5][CH2:4][CH2:3][CH2:2]1)(=[O:9])=[O:8]. The yield is 0.680. (2) The reactants are CS(O[CH:6]1[CH2:9][N:8]([C:10]2[O:11][CH:12]=[C:13]([C:15]([N:17]3[CH2:20][CH:19]([O:21][CH3:22])[CH2:18]3)=[O:16])[N:14]=2)[CH2:7]1)(=O)=O.[C:23]([O-:26])(=[S:25])[CH3:24].[K+]. The catalyst is CN(C)C=O. The product is [C:23]([S:25][CH:6]1[CH2:7][N:8]([C:10]2[O:11][CH:12]=[C:13]([C:15]([N:17]3[CH2:18][CH:19]([O:21][CH3:22])[CH2:20]3)=[O:16])[N:14]=2)[CH2:9]1)(=[O:26])[CH3:24]. The yield is 0.620. (3) The reactants are Br[C:2]1[CH:3]=[C:4]([CH:20]=[CH:21][CH:22]=1)[O:5][C:6]1[CH:11]=[CH:10][C:9]([Cl:12])=[CH:8][C:7]=1[O:13][C:14]1[CH:19]=[CH:18][CH:17]=[CH:16][CH:15]=1.C([O:25][C:26](=[O:37])[CH2:27][S:28][C:29]1[CH:34]=[CH:33][C:32]([OH:35])=[CH:31][C:30]=1[CH3:36])C.CC(C)(C(=O)CC(=O)C(C)(C)C)C.C(=O)([O-])[O-].[Cs+].[Cs+].[OH-].[Na+]. The catalyst is CN1C(=O)CCC1.CO.[Cu]Cl. The yield is 0.400. The product is [Cl:12][C:9]1[CH:10]=[CH:11][C:6]([O:5][C:4]2[CH:3]=[C:2]([CH:22]=[CH:21][CH:20]=2)[O:35][C:32]2[CH:33]=[CH:34][C:29]([S:28][CH2:27][C:26]([OH:37])=[O:25])=[C:30]([CH3:36])[CH:31]=2)=[C:7]([O:13][C:14]2[CH:19]=[CH:18][CH:17]=[CH:16][CH:15]=2)[CH:8]=1. (4) The reactants are [CH3:1][O:2][C:3]1[CH:4]=[C:5]([CH:24]=[CH:25][CH:26]=1)[CH2:6][CH2:7][C:8]1[S:9][C:10]2[N:11]=[C:12]([NH2:23])[N:13]=[C:14]([N:17]3[CH2:22][CH2:21][NH:20][CH2:19][CH2:18]3)[C:15]=2[N:16]=1.[Br:27][C:28]1[CH:38]=[CH:37][C:31]([O:32][CH2:33][C:34](O)=[O:35])=[CH:30][CH:29]=1. No catalyst specified. The product is [NH2:23][C:12]1[N:13]=[C:14]([N:17]2[CH2:22][CH2:21][N:20]([C:34](=[O:35])[CH2:33][O:32][C:31]3[CH:37]=[CH:38][C:28]([Br:27])=[CH:29][CH:30]=3)[CH2:19][CH2:18]2)[C:15]2[N:16]=[C:8]([CH2:7][CH2:6][C:5]3[CH:24]=[CH:25][CH:26]=[C:3]([O:2][CH3:1])[CH:4]=3)[S:9][C:10]=2[N:11]=1. The yield is 0.650. (5) The reactants are [NH2:1][C:2]([NH:4][C:5]1[S:9][C:8]([C:10]2[CH:15]=[CH:14][CH:13]=[CH:12][CH:11]=2)=[N:7][C:6]=1[C:16]([NH:18][C@H:19]1[CH2:25][CH2:24][CH2:23][CH2:22][N:21](C(OC(C)(C)C)=O)[CH2:20]1)=[O:17])=[O:3]. The catalyst is Cl.O1CCOCC1.CO. The product is [NH:21]1[CH2:22][CH2:23][CH2:24][CH2:25][C@H:19]([NH:18][C:16]([C:6]2[N:7]=[C:8]([C:10]3[CH:15]=[CH:14][CH:13]=[CH:12][CH:11]=3)[S:9][C:5]=2[NH:4][C:2]([NH2:1])=[O:3])=[O:17])[CH2:20]1. The yield is 1.00. (6) The reactants are Br[C:2]1(Br)[C:10]2[C:5](=[N:6][CH:7]=[C:8]([Br:11])[CH:9]=2)[N:4]([CH2:12][O:13][CH2:14][CH2:15][Si:16]([CH3:19])([CH3:18])[CH3:17])[C:3]1=[O:20]. The catalyst is CC(O)=O.[Zn]. The product is [Br:11][C:8]1[CH:9]=[C:10]2[CH2:2][C:3](=[O:20])[N:4]([CH2:12][O:13][CH2:14][CH2:15][Si:16]([CH3:19])([CH3:18])[CH3:17])[C:5]2=[N:6][CH:7]=1. The yield is 0.250. (7) The yield is 0.890. The product is [Br:1][C:2]1[CH:7]=[C:6]([S:8]([CH:11]([CH3:12])[CH3:16])(=[O:9])=[O:10])[CH:5]=[CH:4][C:3]=1[F:14]. No catalyst specified. The reactants are [Br:1][C:2]1[CH:7]=[C:6]([S:8]([CH2:11][CH2:12]C)(=[O:10])=[O:9])[CH:5]=[CH:4][C:3]=1[F:14].F[C:16]1C=CC(S(C(C)C)(=O)=O)=CC=1.